From a dataset of NCI-60 drug combinations with 297,098 pairs across 59 cell lines. Regression. Given two drug SMILES strings and cell line genomic features, predict the synergy score measuring deviation from expected non-interaction effect. (1) Drug 1: CCC(=C(C1=CC=CC=C1)C2=CC=C(C=C2)OCCN(C)C)C3=CC=CC=C3.C(C(=O)O)C(CC(=O)O)(C(=O)O)O. Drug 2: C(=O)(N)NO. Cell line: RXF 393. Synergy scores: CSS=2.37, Synergy_ZIP=-1.76, Synergy_Bliss=0.489, Synergy_Loewe=-1.54, Synergy_HSA=-0.477. (2) Drug 1: C1=CC(=C2C(=C1NCCNCCO)C(=O)C3=C(C=CC(=C3C2=O)O)O)NCCNCCO. Drug 2: CC1C(C(CC(O1)OC2CC(CC3=C2C(=C4C(=C3O)C(=O)C5=C(C4=O)C(=CC=C5)OC)O)(C(=O)C)O)N)O.Cl. Cell line: OVCAR3. Synergy scores: CSS=31.8, Synergy_ZIP=-3.81, Synergy_Bliss=-2.56, Synergy_Loewe=-1.45, Synergy_HSA=0.615. (3) Drug 1: C1=NC2=C(N=C(N=C2N1C3C(C(C(O3)CO)O)O)F)N. Drug 2: CC12CCC3C(C1CCC2O)C(CC4=C3C=CC(=C4)O)CCCCCCCCCS(=O)CCCC(C(F)(F)F)(F)F. Cell line: A498. Synergy scores: CSS=-0.0255, Synergy_ZIP=0.399, Synergy_Bliss=0.460, Synergy_Loewe=-0.0839, Synergy_HSA=-1.08. (4) Drug 1: CC=C1C(=O)NC(C(=O)OC2CC(=O)NC(C(=O)NC(CSSCCC=C2)C(=O)N1)C(C)C)C(C)C. Drug 2: CN(C(=O)NC(C=O)C(C(C(CO)O)O)O)N=O. Cell line: RPMI-8226. Synergy scores: CSS=70.9, Synergy_ZIP=-3.83, Synergy_Bliss=-7.69, Synergy_Loewe=-58.1, Synergy_HSA=-7.24. (5) Drug 1: CN(CCCl)CCCl.Cl. Synergy scores: CSS=25.2, Synergy_ZIP=-7.48, Synergy_Bliss=-1.01, Synergy_Loewe=-4.06, Synergy_HSA=-1.34. Cell line: UACC62. Drug 2: C1C(C(OC1N2C=NC3=C2NC=NCC3O)CO)O. (6) Drug 1: CS(=O)(=O)C1=CC(=C(C=C1)C(=O)NC2=CC(=C(C=C2)Cl)C3=CC=CC=N3)Cl. Drug 2: CC1C(C(CC(O1)OC2CC(OC(C2O)C)OC3=CC4=CC5=C(C(=O)C(C(C5)C(C(=O)C(C(C)O)O)OC)OC6CC(C(C(O6)C)O)OC7CC(C(C(O7)C)O)OC8CC(C(C(O8)C)O)(C)O)C(=C4C(=C3C)O)O)O)O. Cell line: T-47D. Synergy scores: CSS=17.5, Synergy_ZIP=26.4, Synergy_Bliss=25.8, Synergy_Loewe=24.8, Synergy_HSA=24.5. (7) Drug 1: CC1=C(C=C(C=C1)NC2=NC=CC(=N2)N(C)C3=CC4=NN(C(=C4C=C3)C)C)S(=O)(=O)N.Cl. Drug 2: CC1=C2C(C(=O)C3(C(CC4C(C3C(C(C2(C)C)(CC1OC(=O)C(C(C5=CC=CC=C5)NC(=O)OC(C)(C)C)O)O)OC(=O)C6=CC=CC=C6)(CO4)OC(=O)C)OC)C)OC. Cell line: KM12. Synergy scores: CSS=51.4, Synergy_ZIP=6.86, Synergy_Bliss=6.11, Synergy_Loewe=-13.8, Synergy_HSA=7.06.